From a dataset of Full USPTO retrosynthesis dataset with 1.9M reactions from patents (1976-2016). Predict the reactants needed to synthesize the given product. Given the product [CH3:1][C:2]1[C:9]([C:10]([F:11])([F:12])[F:13])=[CH:8][CH:7]=[CH:6][C:3]=1[CH:4]=[O:5], predict the reactants needed to synthesize it. The reactants are: [CH3:1][C:2]1[C:9]([C:10]([F:13])([F:12])[F:11])=[CH:8][CH:7]=[CH:6][C:3]=1[CH2:4][OH:5].